Predict the product of the given reaction. From a dataset of Forward reaction prediction with 1.9M reactions from USPTO patents (1976-2016). (1) Given the reactants [CH2:1]([O:3][C:4](=[O:24])[CH:5]=[CH:6][C:7]1[CH:12]=[CH:11][CH:10]=[C:9]([NH:13][C:14](=[O:23])[C:15]2[CH:20]=[C:19](Br)[CH:18]=[CH:17][C:16]=2[F:22])[CH:8]=1)[CH3:2].[Cl:25][C:26]1[CH:27]=[C:28](B(O)O)[CH:29]=[CH:30][CH:31]=1, predict the reaction product. The product is: [CH2:1]([O:3][C:4](=[O:24])[CH:5]=[CH:6][C:7]1[CH:12]=[CH:11][CH:10]=[C:9]([NH:13][C:14]([C:15]2[CH:20]=[C:19]([C:30]3[CH:29]=[CH:28][CH:27]=[C:26]([Cl:25])[CH:31]=3)[CH:18]=[CH:17][C:16]=2[F:22])=[O:23])[CH:8]=1)[CH3:2]. (2) Given the reactants [F:1][C:2]1[CH:3]=[C:4]([CH:8]=[CH:9][C:10]=1[N+:11]([O-:13])=[O:12])[C:5](O)=[O:6].C(Cl)(=O)C([Cl:17])=O.CN(C=O)C, predict the reaction product. The product is: [F:1][C:2]1[CH:3]=[C:4]([CH:8]=[CH:9][C:10]=1[N+:11]([O-:13])=[O:12])[C:5]([Cl:17])=[O:6]. (3) Given the reactants [Cl:1][C:2]1[CH:7]=[CH:6][C:5]([CH:8]([C:23]2[CH:28]=[CH:27][C:26]([Cl:29])=[CH:25][CH:24]=2)[N:9]2[CH2:12][CH:11]([NH:13][S:14]([C:17]3[CH:22]=[CH:21][CH:20]=[CH:19][CH:18]=3)(=[O:16])=[O:15])[CH2:10]2)=[CH:4][CH:3]=1.[H-].[Na+].I[CH3:33], predict the reaction product. The product is: [Cl:1][C:2]1[CH:7]=[CH:6][C:5]([CH:8]([C:23]2[CH:24]=[CH:25][C:26]([Cl:29])=[CH:27][CH:28]=2)[N:9]2[CH2:10][CH:11]([N:13]([CH3:33])[S:14]([C:17]3[CH:22]=[CH:21][CH:20]=[CH:19][CH:18]=3)(=[O:16])=[O:15])[CH2:12]2)=[CH:4][CH:3]=1.